Dataset: Catalyst prediction with 721,799 reactions and 888 catalyst types from USPTO. Task: Predict which catalyst facilitates the given reaction. (1) Reactant: [CH3:1][O:2][C:3]1[CH:8]=[CH:7][C:6]([C@@H:9]([NH:13][C:14](=O)[CH2:15][C:16]2[CH:21]=[CH:20][C:19]([O:22][CH3:23])=[CH:18][CH:17]=2)[C:10]([NH2:12])=O)=[CH:5][CH:4]=1.CSC.B.Cl.[OH-].[Na+]. Product: [CH3:1][O:2][C:3]1[CH:8]=[CH:7][C:6]([C@@H:9]([NH:13][CH2:14][CH2:15][C:16]2[CH:17]=[CH:18][C:19]([O:22][CH3:23])=[CH:20][CH:21]=2)[CH2:10][NH2:12])=[CH:5][CH:4]=1. The catalyst class is: 569. (2) Product: [Br:1][C:2]1[CH:7]=[CH:6][C:5]([CH2:8][NH:13][CH:10]([CH3:12])[CH3:11])=[CH:4][CH:3]=1. The catalyst class is: 10. Reactant: [Br:1][C:2]1[CH:7]=[CH:6][C:5]([CH2:8]Br)=[CH:4][CH:3]=1.[CH:10]([NH2:13])([CH3:12])[CH3:11].C(=O)([O-])[O-].[K+].[K+]. (3) Reactant: [CH3:1][O:2][C:3]1[CH:8]=[CH:7][CH:6]=[CH:5][C:4]=1[C:9]1[N:14]=[CH:13][N:12]=[C:11]([NH:15][NH2:16])[CH:10]=1.[CH3:17][C:18]([C:20]1[CH:25]=[CH:24][C:23]([N:26]([CH3:28])[CH3:27])=[CH:22][CH:21]=1)=O. Product: [CH3:1][O:2][C:3]1[CH:8]=[CH:7][CH:6]=[CH:5][C:4]=1[C:9]1[N:14]=[CH:13][N:12]=[C:11]([NH:15][N:16]=[C:18]([C:20]2[CH:25]=[CH:24][C:23]([N:26]([CH3:28])[CH3:27])=[CH:22][CH:21]=2)[CH3:17])[CH:10]=1. The catalyst class is: 8.